This data is from Forward reaction prediction with 1.9M reactions from USPTO patents (1976-2016). The task is: Predict the product of the given reaction. Given the reactants [CH3:1][C:2]1[C:39]([CH3:40])=[CH:38][CH:37]=[CH:36][C:3]=1[O:4][CH2:5][CH2:6][CH2:7][C:8]([N:10]1[C:19]2[C:14](=[C:15]([C:20]3[CH:21]=[N:22][N:23]([CH2:25][C:26]4[CH:31]=[CH:30][CH:29]=[C:28]([O:32][CH2:33][CH2:34][OH:35])[CH:27]=4)[CH:24]=3)[CH:16]=[CH:17][CH:18]=2)[CH2:13][CH2:12][CH2:11]1)=[O:9].[CH3:41][S:42](Cl)(=[O:44])=[O:43].C(N(CC)CC)C, predict the reaction product. The product is: [CH3:41][S:42]([O:35][CH2:34][CH2:33][O:32][C:28]1[CH:29]=[CH:30][CH:31]=[C:26]([CH2:25][N:23]2[CH:24]=[C:20]([C:15]3[CH:16]=[CH:17][CH:18]=[C:19]4[C:14]=3[CH2:13][CH2:12][CH2:11][N:10]4[C:8](=[O:9])[CH2:7][CH2:6][CH2:5][O:4][C:3]3[CH:36]=[CH:37][CH:38]=[C:39]([CH3:40])[C:2]=3[CH3:1])[CH:21]=[N:22]2)[CH:27]=1)(=[O:44])=[O:43].